Dataset: Forward reaction prediction with 1.9M reactions from USPTO patents (1976-2016). Task: Predict the product of the given reaction. Given the reactants [C:1]([C:3]1[N:7]2[CH:8]=[C:9]([C:16]3[CH:21]=[CH:20][C:19]([C:22]([F:25])([F:24])[F:23])=[CH:18][CH:17]=3)[CH:10]=[C:11]([C:12]([F:15])([F:14])[F:13])[C:6]2=[N:5][CH:4]=1)#[CH:2].Br[C:27]1[CH:35]=[CH:34][C:30]([CH:31]([OH:33])[CH3:32])=[CH:29][CH:28]=1, predict the reaction product. The product is: [F:15][C:12]([F:14])([F:13])[C:11]1[C:6]2[N:7]([C:3]([C:1]#[C:2][C:27]3[CH:35]=[CH:34][C:30]([CH:31]([OH:33])[CH3:32])=[CH:29][CH:28]=3)=[CH:4][N:5]=2)[CH:8]=[C:9]([C:16]2[CH:21]=[CH:20][C:19]([C:22]([F:25])([F:24])[F:23])=[CH:18][CH:17]=2)[CH:10]=1.